Dataset: Tyrosyl-DNA phosphodiesterase HTS with 341,365 compounds. Task: Binary Classification. Given a drug SMILES string, predict its activity (active/inactive) in a high-throughput screening assay against a specified biological target. (1) The molecule is Brc1cc(c(NC(=O)c2cc(OC)c(OC)c(OC)c2)cc1)C(=O)c1cc(OC)c(OC)c(OC)c1. The result is 0 (inactive). (2) The compound is S(=O)(=O)(N1CCCC1)c1cc(ccc1)C(OC)=O. The result is 0 (inactive). (3) The molecule is S(=O)(=O)(Nc1ccc(C(C)C)cc1)c1c(nc2sc(nn2c1=O)CC)C. The result is 0 (inactive).